From a dataset of Forward reaction prediction with 1.9M reactions from USPTO patents (1976-2016). Predict the product of the given reaction. (1) The product is: [CH:1]1([N:4]([CH:18]2[CH2:23][CH2:22][N:21]([C:25]3[N:30]=[CH:29][C:28]([CH2:31][CH2:32][CH3:33])=[CH:27][N:26]=3)[CH2:20][CH2:19]2)[C:5](=[O:17])[C:6]2[CH:7]=[CH:8][C:9]([C:12]3[O:16][CH:15]=[N:14][CH:13]=3)=[CH:10][CH:11]=2)[CH2:3][CH2:2]1. Given the reactants [CH:1]1([N:4]([CH:18]2[CH2:23][CH2:22][NH:21][CH2:20][CH2:19]2)[C:5](=[O:17])[C:6]2[CH:11]=[CH:10][C:9]([C:12]3[O:16][CH:15]=[N:14][CH:13]=3)=[CH:8][CH:7]=2)[CH2:3][CH2:2]1.Cl[C:25]1[N:30]=[CH:29][C:28]([CH2:31][CH2:32][CH3:33])=[CH:27][N:26]=1, predict the reaction product. (2) Given the reactants [Br:1][C:2]1[CH:3]=[C:4]([CH:8]=[CH:9][C:10]=1[CH2:11][CH3:12])[C:5]([OH:7])=[O:6].OS(O)(=O)=O.[CH3:18]O, predict the reaction product. The product is: [Br:1][C:2]1[CH:3]=[C:4]([CH:8]=[CH:9][C:10]=1[CH2:11][CH3:12])[C:5]([O:7][CH3:18])=[O:6]. (3) Given the reactants [N+:1]([C:4]1[CH:13]=[C:12]2[C:7]([C:8]([Br:14])=[CH:9][N:10]=[CH:11]2)=[CH:6][CH:5]=1)([O-])=O.[Cl-].[NH4+].[Cl-].[Na+], predict the reaction product. The product is: [NH2:1][C:4]1[CH:13]=[C:12]2[C:7]([C:8]([Br:14])=[CH:9][N:10]=[CH:11]2)=[CH:6][CH:5]=1. (4) Given the reactants [F:1][C:2]([F:40])([F:39])[C:3]1[CH:4]=[C:5]([C@H:13]([O:15][C@H:16]2[CH2:24][N:23]3[C@@H:18]([CH2:19][C:20]([C:26]4[CH:31]=[CH:30][N:29]=[CH:28][CH:27]=4)=[CH:21][C:22]3=[O:25])[C@@H:17]2[C:32]2[CH:37]=[CH:36][C:35]([F:38])=[CH:34][CH:33]=2)[CH3:14])[CH:6]=[C:7]([C:9]([F:12])([F:11])[F:10])[CH:8]=1.C1C=C(Cl)C=C(C(OO)=[O:49])C=1, predict the reaction product. The product is: [F:40][C:2]([F:1])([F:39])[C:3]1[CH:4]=[C:5]([C@H:13]([O:15][C@H:16]2[CH2:24][N:23]3[C@@H:18]([CH2:19][C:20]([C:26]4[CH:31]=[CH:30][N+:29]([O-:49])=[CH:28][CH:27]=4)=[CH:21][C:22]3=[O:25])[C@@H:17]2[C:32]2[CH:37]=[CH:36][C:35]([F:38])=[CH:34][CH:33]=2)[CH3:14])[CH:6]=[C:7]([C:9]([F:12])([F:10])[F:11])[CH:8]=1.